From a dataset of Forward reaction prediction with 1.9M reactions from USPTO patents (1976-2016). Predict the product of the given reaction. Given the reactants [N:1]1([C:7]2[CH:8]=[CH:9][C:10]([N+:16]([O-])=O)=[C:11]([CH:15]=2)[C:12]([NH2:14])=[O:13])[CH2:6][CH2:5][O:4][CH2:3][CH2:2]1, predict the reaction product. The product is: [NH2:16][C:10]1[CH:9]=[CH:8][C:7]([N:1]2[CH2:2][CH2:3][O:4][CH2:5][CH2:6]2)=[CH:15][C:11]=1[C:12]([NH2:14])=[O:13].